Dataset: Full USPTO retrosynthesis dataset with 1.9M reactions from patents (1976-2016). Task: Predict the reactants needed to synthesize the given product. (1) Given the product [C:27]([C:26]1[C:21]([NH:20][C:17](=[O:19])[CH2:16][CH2:15][CH2:14][CH2:13][C:7]2[CH:8]=[CH:9][CH:10]=[CH:11][CH:12]=2)=[N:22][CH:23]=[N:24][CH:25]=1)#[N:28], predict the reactants needed to synthesize it. The reactants are: C(Cl)(=O)C(Cl)=O.[C:7]1([CH2:13][CH2:14][CH2:15][CH2:16][C:17]([OH:19])=O)[CH:12]=[CH:11][CH:10]=[CH:9][CH:8]=1.[NH2:20][C:21]1[C:26]([C:27]#[N:28])=[CH:25][N:24]=[CH:23][N:22]=1. (2) Given the product [CH3:34][NH:1][C:2]1[CH:3]=[C:4]([C:8]2[C:17]3[C:12](=[C:13]([C:18]([F:21])([F:19])[F:20])[CH:14]=[CH:15][CH:16]=3)[N:11]=[CH:10][C:9]=2[C:22]([C:24]2[CH:25]=[CH:26][CH:27]=[CH:28][CH:29]=2)=[O:23])[CH:5]=[CH:6][CH:7]=1, predict the reactants needed to synthesize it. The reactants are: [NH2:1][C:2]1[CH:3]=[C:4]([C:8]2[C:17]3[C:12](=[C:13]([C:18]([F:21])([F:20])[F:19])[CH:14]=[CH:15][CH:16]=3)[N:11]=[CH:10][C:9]=2[C:22]([C:24]2[CH:29]=[CH:28][CH:27]=[CH:26][CH:25]=2)=[O:23])[CH:5]=[CH:6][CH:7]=1.S(OC)(O[CH3:34])(=O)=O. (3) The reactants are: [CH2:1]([S:5][C:6]([C:8]1([C:11](=[O:13])[CH3:12])[CH2:10][CH2:9]1)=[O:7])[CH2:2][CH2:3][CH3:4].C(N(CC)CC)C.[Br:21]N1C(=O)CCC1=O. Given the product [CH2:1]([S:5][C:6]([C:8]1([C:11](=[O:13])[CH2:12][Br:21])[CH2:9][CH2:10]1)=[O:7])[CH2:2][CH2:3][CH3:4], predict the reactants needed to synthesize it.